Dataset: Reaction yield outcomes from USPTO patents with 853,638 reactions. Task: Predict the reaction yield, written as a fraction of the theoretical maximum amount of product (1.0 means a 100% yield; for example, 0.34 means a 34% yield). (1) The yield is 0.450. The product is [F:1][C:2]1[CH:27]=[C:26]([F:28])[CH:25]=[CH:24][C:3]=1[CH2:4][N:5]1[C:14]([C:15]2[CH:16]=[CH:17][C:18]([O:21][C:29]3[CH:34]=[CH:33][CH:32]=[CH:31][CH:30]=3)=[CH:19][CH:20]=2)=[CH:13][C:12]2[C:7](=[CH:8][C:9]([F:22])=[CH:10][CH:11]=2)[C:6]1=[O:23]. The catalyst is C([O-])(=O)C.[Cu+2].C([O-])(=O)C. The reactants are [F:1][C:2]1[CH:27]=[C:26]([F:28])[CH:25]=[CH:24][C:3]=1[CH2:4][N:5]1[C:14]([C:15]2[CH:20]=[CH:19][C:18]([OH:21])=[CH:17][CH:16]=2)=[CH:13][C:12]2[C:7](=[CH:8][C:9]([F:22])=[CH:10][CH:11]=2)[C:6]1=[O:23].[C:29]1(B(O)O)[CH:34]=[CH:33][CH:32]=[CH:31][CH:30]=1.C(N(CC)CC)C. (2) The reactants are [CH:1]1([CH:6]=[CH:7][C:8]#[N:9])[CH2:5][CH2:4][CH2:3][CH2:2]1.C1CCN2C(=NCCC2)CC1.[NH:21]1[CH:25]=[C:24]([C:26]2[C:27]3[CH:34]=[CH:33][N:32]([CH2:35][O:36][CH2:37][CH2:38][Si:39]([CH3:42])([CH3:41])[CH3:40])[C:28]=3[N:29]=[CH:30][N:31]=2)[CH:23]=[N:22]1. The catalyst is C(#N)C.ClCCl. The product is [CH:1]1([CH:6]([N:21]2[CH:25]=[C:24]([C:26]3[C:27]4[CH:34]=[CH:33][N:32]([CH2:35][O:36][CH2:37][CH2:38][Si:39]([CH3:42])([CH3:41])[CH3:40])[C:28]=4[N:29]=[CH:30][N:31]=3)[CH:23]=[N:22]2)[CH2:7][C:8]#[N:9])[CH2:5][CH2:4][CH2:3][CH2:2]1. The yield is 0.977. (3) The reactants are [Cl:1][C:2]1[CH:3]=[C:4]2[C:8](=[C:9]([C:11]([OH:13])=O)[CH:10]=1)[NH:7][CH:6]=[CH:5]2.CN(C(ON1N=NC2C=CC=CC1=2)=[N+](C)C)C.[B-](F)(F)(F)F.C(N(CC)C(C)C)(C)C.[C:45]([C:49]1[CH:68]=[CH:67][C:52]([CH2:53][NH:54][CH2:55][CH2:56][C:57]2[CH:62]=[CH:61][CH:60]=[C:59]([O:63][CH:64]([F:66])[F:65])[CH:58]=2)=[CH:51][CH:50]=1)([CH3:48])([CH3:47])[CH3:46]. The catalyst is CN(C=O)C.O. The product is [C:45]([C:49]1[CH:68]=[CH:67][C:52]([CH2:53][N:54]([CH2:55][CH2:56][C:57]2[CH:62]=[CH:61][CH:60]=[C:59]([O:63][CH:64]([F:66])[F:65])[CH:58]=2)[C:11]([C:9]2[CH:10]=[C:2]([Cl:1])[CH:3]=[C:4]3[C:8]=2[NH:7][CH:6]=[CH:5]3)=[O:13])=[CH:51][CH:50]=1)([CH3:48])([CH3:46])[CH3:47]. The yield is 0.670. (4) The reactants are [Br:1][C:2]1[O:6][CH:5]=[C:4]([C:7]([OH:9])=O)[CH:3]=1.O.O[N:12]1C2C=CC=CC=2N=N1.C(N=C=NCCCN(C)C)C.N. The catalyst is CN(C=O)C. The product is [Br:1][C:2]1[O:6][CH:5]=[C:4]([C:7]([NH2:12])=[O:9])[CH:3]=1. The yield is 0.790. (5) The reactants are [Br:1][C:2]1[N:3]([CH2:17][C:18]2[CH:23]=[CH:22][C:21]([OH:24])=[CH:20][CH:19]=2)[C:4]2[C:9]([N:10]=1)=[C:8]([NH2:11])[N:7]=[C:6]([O:12][CH2:13][CH2:14][CH2:15][CH3:16])[N:5]=2.C(=O)([O-])[O-].[K+].[K+].Br[CH2:32][C:33]([O:35][CH2:36][CH3:37])=[O:34]. The catalyst is CN(C=O)C. The product is [Br:1][C:2]1[N:3]([CH2:17][C:18]2[CH:19]=[CH:20][C:21]([O:24][CH2:32][C:33]([O:35][CH2:36][CH3:37])=[O:34])=[CH:22][CH:23]=2)[C:4]2[C:9]([N:10]=1)=[C:8]([NH2:11])[N:7]=[C:6]([O:12][CH2:13][CH2:14][CH2:15][CH3:16])[N:5]=2. The yield is 0.960. (6) The reactants are Br[CH:2]1[C:5]2[CH:6]=[CH:7][CH:8]=[CH:9][C:4]=2[CH2:3]1.[CH2:10]([OH:13])[CH2:11][OH:12].O. The catalyst is F[B-](F)(F)F.[Ag+].CCOCC. The product is [CH:2]1([O:12][CH2:11][CH2:10][OH:13])[C:5]2[CH:6]=[CH:7][CH:8]=[CH:9][C:4]=2[CH2:3]1. The yield is 0.790.